From a dataset of Peptide-MHC class I binding affinity with 185,985 pairs from IEDB/IMGT. Regression. Given a peptide amino acid sequence and an MHC pseudo amino acid sequence, predict their binding affinity value. This is MHC class I binding data. (1) The peptide sequence is GILPWTKIS. The MHC is HLA-A24:02 with pseudo-sequence HLA-A24:02. The binding affinity (normalized) is 0. (2) The peptide sequence is YDAPGWLIW. The MHC is HLA-B18:01 with pseudo-sequence HLA-B18:01. The binding affinity (normalized) is 0.213. (3) The peptide sequence is EMKTQLEEL. The MHC is HLA-A02:06 with pseudo-sequence HLA-A02:06. The binding affinity (normalized) is 0.0724. (4) The binding affinity (normalized) is 0.814. The peptide sequence is YYLEKANKI. The MHC is HLA-A24:03 with pseudo-sequence HLA-A24:03. (5) The peptide sequence is RTQIPAEMLA. The MHC is Mamu-A02 with pseudo-sequence Mamu-A02. The binding affinity (normalized) is 0.870. (6) The peptide sequence is TVYYGVPVWK. The MHC is HLA-A02:01 with pseudo-sequence HLA-A02:01. The binding affinity (normalized) is 0. (7) The peptide sequence is KGNDMPGGY. The MHC is HLA-A30:01 with pseudo-sequence HLA-A30:01. The binding affinity (normalized) is 0.